Dataset: Reaction yield outcomes from USPTO patents with 853,638 reactions. Task: Predict the reaction yield, written as a fraction of the theoretical maximum amount of product (1.0 means a 100% yield; for example, 0.34 means a 34% yield). (1) The reactants are [CH:1]([C:4]1[CH:9]=[CH:8][C:7]([NH:10][C:11]([C:13]2[CH:18]=[C:17]([C:19]3[CH:20]=[N:21][C:22]([O:36]C)=[C:23]([NH:25][C:26](=[O:35])[O:27][CH2:28][C:29]4[CH:34]=[CH:33][CH:32]=[CH:31][CH:30]=4)[CH:24]=3)[CH:16]=[CH:15][N:14]=2)=[O:12])=[CH:6][C:5]=1[CH3:38])([CH3:3])[CH3:2].C[Si](Cl)(C)C.[I-].[Na+]. The catalyst is CC#N. The product is [CH:1]([C:4]1[CH:9]=[CH:8][C:7]([NH:10][C:11]([C:13]2[CH:18]=[C:17]([C:19]3[CH:24]=[C:23]([NH:25][C:26](=[O:35])[O:27][CH2:28][C:29]4[CH:30]=[CH:31][CH:32]=[CH:33][CH:34]=4)[C:22](=[O:36])[NH:21][CH:20]=3)[CH:16]=[CH:15][N:14]=2)=[O:12])=[CH:6][C:5]=1[CH3:38])([CH3:3])[CH3:2]. The yield is 0.990. (2) The reactants are [N:1]1[CH:6]=[CH:5][CH:4]=[C:3]([NH:7][C:8](=[O:15])OCC(Cl)(Cl)Cl)[CH:2]=1.Cl.Cl.[F:18][C:19]1[C:24]([F:25])=[CH:23][CH:22]=[CH:21][C:20]=1[C:26]1[CH:31]=[CH:30][N:29]=[C:28]([N:32]2[CH2:37][CH2:36][NH:35][CH2:34][CH2:33]2)[N:27]=1. The catalyst is O1CCCC1.CCCCCC. The product is [F:18][C:19]1[C:24]([F:25])=[CH:23][CH:22]=[CH:21][C:20]=1[C:26]1[CH:31]=[CH:30][N:29]=[C:28]([N:32]2[CH2:37][CH2:36][N:35]([C:8]([NH:7][C:3]3[CH:2]=[N:1][CH:6]=[CH:5][CH:4]=3)=[O:15])[CH2:34][CH2:33]2)[N:27]=1. The yield is 0.250. (3) The reactants are [CH3:1][O:2][C:3]([C:5]1[NH:6][C:7]2[C:12]([CH:13]=1)=[CH:11][C:10]([CH3:14])=[CH:9][C:8]=2[N+:15]([O-:17])=[O:16])=[O:4].C(N(CC)CC)C.[O:25](C(OC(C)(C)C)=O)[C:26]([O:28][C:29]([CH3:32])([CH3:31])[CH3:30])=O.O. The catalyst is ClCCl.CN(C)C1C=CN=CC=1. The product is [CH3:1][O:2][C:3]([C:5]1[N:6]([C:26]([O:28][C:29]([CH3:32])([CH3:31])[CH3:30])=[O:25])[C:7]2[C:12]([CH:13]=1)=[CH:11][C:10]([CH3:14])=[CH:9][C:8]=2[N+:15]([O-:17])=[O:16])=[O:4]. The yield is 1.00.